This data is from Full USPTO retrosynthesis dataset with 1.9M reactions from patents (1976-2016). The task is: Predict the reactants needed to synthesize the given product. Given the product [CH2:10]([O:12][CH2:13][C:14]1[N:15]([CH2:27][C:28]2([OH:34])[CH2:33][CH2:32][N:31]([C:8]([NH:7][C:1]3[CH:6]=[CH:5][CH:4]=[CH:3][CH:2]=3)=[O:9])[CH2:30][CH2:29]2)[C:16]2[C:25]3[CH:24]=[CH:23][CH:22]=[CH:21][C:20]=3[N:19]=[CH:18][C:17]=2[N:26]=1)[CH3:11], predict the reactants needed to synthesize it. The reactants are: [C:1]1([N:7]=[C:8]=[O:9])[CH:6]=[CH:5][CH:4]=[CH:3][CH:2]=1.[CH2:10]([O:12][CH2:13][C:14]1[N:15]([CH2:27][C:28]2([OH:34])[CH2:33][CH2:32][NH:31][CH2:30][CH2:29]2)[C:16]2[C:25]3[CH:24]=[CH:23][CH:22]=[CH:21][C:20]=3[N:19]=[CH:18][C:17]=2[N:26]=1)[CH3:11].